Dataset: Reaction yield outcomes from USPTO patents with 853,638 reactions. Task: Predict the reaction yield, written as a fraction of the theoretical maximum amount of product (1.0 means a 100% yield; for example, 0.34 means a 34% yield). The reactants are C[O:2][C:3](=O)[C:4]1[CH:9]=[CH:8][N:7]=[C:6]([CH3:10])[CH:5]=1.O.[NH2:13][NH2:14]. The catalyst is CO. The product is [CH3:10][C:6]1[CH:5]=[C:4]([CH:9]=[CH:8][N:7]=1)[C:3]([NH:13][NH2:14])=[O:2]. The yield is 0.860.